Regression/Classification. Given a drug SMILES string, predict its absorption, distribution, metabolism, or excretion properties. Task type varies by dataset: regression for continuous measurements (e.g., permeability, clearance, half-life) or binary classification for categorical outcomes (e.g., BBB penetration, CYP inhibition). Dataset: cyp1a2_veith. From a dataset of CYP1A2 inhibition data for predicting drug metabolism from PubChem BioAssay. (1) The molecule is CCCN(C(=O)Cc1nc(N)n[nH]1)C1(C(=O)Nc2ccccc2C)CCCCC1. The result is 0 (non-inhibitor). (2) The molecule is Cc1nonc1NC(=O)Nc1cccnc1. The result is 1 (inhibitor). (3) The molecule is O=C(Nc1cccc(F)c1)N1CCCC2(CCNCC2)C1. The result is 0 (non-inhibitor).